From a dataset of Full USPTO retrosynthesis dataset with 1.9M reactions from patents (1976-2016). Predict the reactants needed to synthesize the given product. Given the product [Cl:1][C:2]1[CH:3]=[C:4]([NH:9][C:10]2[C:19]3[C:14](=[CH:15][C:16]([O:23][CH2:24][CH2:25][CH2:26][N:27]4[CH2:28][CH2:29][O:30][CH2:31][CH2:32]4)=[C:17]([NH2:20])[CH:18]=3)[N:13]=[CH:12][N:11]=2)[CH:5]=[CH:6][C:7]=1[F:8], predict the reactants needed to synthesize it. The reactants are: [Cl:1][C:2]1[CH:3]=[C:4]([NH:9][C:10]2[C:19]3[C:14](=[CH:15][C:16]([O:23][CH2:24][CH2:25][CH2:26][N:27]4[CH2:32][CH2:31][O:30][CH2:29][CH2:28]4)=[C:17]([N+:20]([O-])=O)[CH:18]=3)[N:13]=[CH:12][N:11]=2)[CH:5]=[CH:6][C:7]=1[F:8].